This data is from Full USPTO retrosynthesis dataset with 1.9M reactions from patents (1976-2016). The task is: Predict the reactants needed to synthesize the given product. (1) Given the product [C:2]([N:31]1[CH2:32][C:29]([C:26]2[CH:27]=[CH:28][C:23]([NH:22][C:12]([O:14][CH2:15][C:16]3[CH:21]=[CH:20][CH:19]=[CH:18][CH:17]=3)=[O:13])=[CH:24][C:25]=2[F:47])([OH:46])[CH2:30]1)([O:4][CH2:5][C:6]1[CH:11]=[CH:10][CH:9]=[CH:8][CH:7]=1)=[O:3], predict the reactants needed to synthesize it. The reactants are: Cl[C:2]([O:4][CH2:5][C:6]1[CH:11]=[CH:10][CH:9]=[CH:8][CH:7]=1)=[O:3].[C:12]([NH:22][C:23]1[CH:28]=[CH:27][C:26]([C:29]2([OH:46])[CH2:32][N:31](C(C3C=CC=CC=3)C3C=CC=CC=3)[CH2:30]2)=[C:25]([F:47])[CH:24]=1)([O:14][CH2:15][C:16]1[CH:21]=[CH:20][CH:19]=[CH:18][CH:17]=1)=[O:13]. (2) Given the product [CH3:48][C:44]1([CH3:49])[CH2:45][CH2:46][CH2:47][N:42]([CH2:40][CH2:39][O:10][C:8]2[CH:9]=[CH:4][C:5]([CH2:12][CH2:13][CH2:14][NH:3][C:4]3[CH:9]=[C:8]([O:10][CH3:11])[CH:7]=[CH:6][C:5]=3[C@H:12]3[CH2:21][CH2:20][C:19]4[CH:18]=[C:17]([OH:22])[CH:16]=[CH:15][C:14]=4[CH2:13]3)=[CH:6][CH:7]=2)[CH2:43]1, predict the reactants needed to synthesize it. The reactants are: C([N:3](C(=O)C1C=CC(O)=CC=1)[C:4]1[CH:9]=[C:8]([O:10][CH3:11])[CH:7]=[CH:6][C:5]=1[C@H:12]1[CH2:21][CH2:20][C:19]2[CH:18]=[C:17]([O:22]C(=O)C(C)(C)C)[CH:16]=[CH:15][C:14]=2[CH2:13]1)C.Br[CH2:39][C:40]([N:42]1[CH2:47][CH2:46][CH2:45][C:44]([CH3:49])([CH3:48])[CH2:43]1)=O.